This data is from Forward reaction prediction with 1.9M reactions from USPTO patents (1976-2016). The task is: Predict the product of the given reaction. Given the reactants [CH:1]1([CH:4]=O)[CH2:3][CH2:2]1.[CH3:6][C:7]([S@@:10]([NH2:12])=[O:11])([CH3:9])[CH3:8], predict the reaction product. The product is: [CH:1]1([CH:4]=[N:12][S@:10]([C:7]([CH3:9])([CH3:8])[CH3:6])=[O:11])[CH2:3][CH2:2]1.